Dataset: Reaction yield outcomes from USPTO patents with 853,638 reactions. Task: Predict the reaction yield, written as a fraction of the theoretical maximum amount of product (1.0 means a 100% yield; for example, 0.34 means a 34% yield). (1) The reactants are [Br:1]Br.[Cl:3][C:4]1[CH:9]=[CH:8][C:7]([CH2:10][CH2:11][C:12]2[CH:13]=[C:14]([C:17]([OH:19])=[O:18])[NH:15][CH:16]=2)=[CH:6][CH:5]=1.O. The catalyst is C(O)(=O)C.CCOC(C)=O. The product is [Br:1][C:16]1[NH:15][C:14]([C:17]([OH:19])=[O:18])=[CH:13][C:12]=1[CH2:11][CH2:10][C:7]1[CH:6]=[CH:5][C:4]([Cl:3])=[CH:9][CH:8]=1. The yield is 0.577. (2) The reactants are [I:1][C:2]1[C:10]2[C:5](=[CH:6][CH:7]=[C:8]([C:11]([OH:13])=O)[CH:9]=2)[NH:4][N:3]=1.CN(C(ON1N=N[C:24]2[CH:25]=[CH:26][CH:27]=[CH:28][C:23]1=2)=[N+](C)C)C.[B-](F)(F)(F)F.[CH3:36][CH2:37][N:38](C(C)C)C(C)C.CN([CH:48]=[O:49])C. The catalyst is CO.C(Cl)Cl. The product is [OH:49][CH2:48][CH2:36][C@H:37]([NH:38][C:11]([C:8]1[CH:9]=[C:10]2[C:5](=[CH:6][CH:7]=1)[NH:4][N:3]=[C:2]2[I:1])=[O:13])[C:23]1[CH:24]=[CH:25][CH:26]=[CH:27][CH:28]=1. The yield is 0.480. (3) The product is [C:24]([C:23]1[CH:26]=[CH:27][CH:28]=[CH:29][C:22]=1[C:19]1[N:20]=[CH:21][C:16]([CH2:15][CH:5]([C:4](=[O:3])[CH2:10][CH2:11][CH2:12][CH3:13])[C:6]([O:8][CH3:9])=[O:7])=[CH:17][CH:18]=1)#[N:25]. The catalyst is O1CCCC1.[I-].C([N+](CCCC)(CCCC)CCCC)CCC. The yield is 0.120. The reactants are [H-].[Na+].[O:3]=[C:4]([CH2:10][CH2:11][CH2:12][CH3:13])[CH2:5][C:6]([O:8][CH3:9])=[O:7].Cl[CH2:15][C:16]1[CH:17]=[CH:18][C:19]([C:22]2[CH:29]=[CH:28][CH:27]=[CH:26][C:23]=2[C:24]#[N:25])=[N:20][CH:21]=1.Cl. (4) The reactants are Br[C:2]1[CH:3]=[N:4][CH:5]=[C:6]([CH:9]=1)[CH:7]=O.C([O-])([O-])=O.[Cs+].[Cs+].[CH3:16][C:17]([S@:20]([NH2:22])=[O:21])([CH3:19])[CH3:18].C(Cl)[Cl:24]. No catalyst specified. The product is [Cl:24][C:2]1[CH:9]=[C:6](/[CH:7]=[N:22]/[S@@:20]([C:17]([CH3:19])([CH3:18])[CH3:16])=[O:21])[CH:5]=[N:4][CH:3]=1. The yield is 1.00.